Dataset: Forward reaction prediction with 1.9M reactions from USPTO patents (1976-2016). Task: Predict the product of the given reaction. (1) Given the reactants [NH2:1][C@@H:2]1[C:10]2[C:5](=[CH:6][CH:7]=[CH:8][CH:9]=2)[CH2:4][C@H:3]1[OH:11].C(N(CC)CC)C.[C:19]([Si:23]([CH3:26])([CH3:25])Cl)([CH3:22])([CH3:21])[CH3:20].O, predict the reaction product. The product is: [C:19]([Si:23]([CH3:26])([CH3:25])[O:11][C@@H:3]1[CH2:4][C:5]2[C:10](=[CH:9][CH:8]=[CH:7][CH:6]=2)[C@H:2]1[NH2:1])([CH3:22])([CH3:21])[CH3:20]. (2) Given the reactants [NH2:1][C:2]1[CH:7]=[C:6]([CH3:8])[CH:5]=[C:4]([CH2:9][CH2:10][C:11]2[NH:20][C:14]3=[N:15][CH:16]=[C:17](Br)[CH:18]=[C:13]3[N:12]=2)[N:3]=1.[CH2:21]([O:28][C:29]1[CH:30]=[C:31](B(O)O)[CH:32]=[CH:33][CH:34]=1)[C:22]1[CH:27]=[CH:26][CH:25]=[CH:24][CH:23]=1, predict the reaction product. The product is: [CH2:21]([O:28][C:29]1[CH:34]=[C:33]([C:17]2[CH:18]=[C:13]3[N:12]=[C:11]([CH2:10][CH2:9][C:4]4[N:3]=[C:2]([NH2:1])[CH:7]=[C:6]([CH3:8])[CH:5]=4)[NH:20][C:14]3=[N:15][CH:16]=2)[CH:32]=[CH:31][CH:30]=1)[C:22]1[CH:27]=[CH:26][CH:25]=[CH:24][CH:23]=1. (3) Given the reactants [CH3:1][S:2](Cl)(=[O:4])=[O:3].[NH2:6][C:7]1[CH:8]=[C:9]([C:13]2[CH:18]=[CH:17][C:16]([C:19]3[CH:20]([NH:24][S:25]([CH:28]([CH3:30])[CH3:29])(=[O:27])=[O:26])[CH2:21][CH2:22][CH:23]=3)=[CH:15][CH:14]=2)[CH:10]=[CH:11][CH:12]=1.C1CCN2C(=NCCC2)CC1, predict the reaction product. The product is: [CH3:29][CH:28]([S:25]([NH:24][CH:20]1[CH2:21][CH2:22][CH:23]=[C:19]1[C:16]1[CH:15]=[CH:14][C:13]([C:9]2[CH:10]=[CH:11][CH:12]=[C:7]([NH:6][S:2]([CH3:1])(=[O:4])=[O:3])[CH:8]=2)=[CH:18][CH:17]=1)(=[O:27])=[O:26])[CH3:30]. (4) Given the reactants [C:1]([O:5][C:6]([NH:8][CH:9]([C:14]1[CH:18]=[CH:17][S:16][CH:15]=1)[CH2:10][C:11](O)=[O:12])=[O:7])([CH3:4])([CH3:3])[CH3:2].B.C1COCC1, predict the reaction product. The product is: [OH:12][CH2:11][CH2:10][CH:9]([NH:8][C:6](=[O:7])[O:5][C:1]([CH3:3])([CH3:2])[CH3:4])[C:14]1[CH:18]=[CH:17][S:16][CH:15]=1.